From a dataset of Forward reaction prediction with 1.9M reactions from USPTO patents (1976-2016). Predict the product of the given reaction. (1) Given the reactants [Cl:1][C:2]1[C:7]2=[N:8][CH:9]=[C:10]([O:12][CH2:13][C:14]3[O:15][CH:16]=CN=3)[N:11]=[C:6]2[CH:5]=[CH:4][N:3]=1.Cl[C:20]1N=C2C=CN=C(Cl)C2=NC=1.COC[C@@H](O)C, predict the reaction product. The product is: [Cl:1][C:2]1[C:7]2=[N:8][CH:9]=[C:10]([O:12][C@@H:13]([CH3:20])[CH2:14][O:15][CH3:16])[N:11]=[C:6]2[CH:5]=[CH:4][N:3]=1. (2) Given the reactants [C:1]([C:3]1[CH:8]=[CH:7][C:6]([C:9]2[CH:14]=[CH:13][C:12]([O:15][CH3:16])=[C:11]([CH2:17][NH:18][CH:19]3[CH2:24][CH2:23][CH:22]([N:25]([CH3:33])[C:26](=[O:32])[O:27][C:28]([CH3:31])([CH3:30])[CH3:29])[CH2:21][CH2:20]3)[CH:10]=2)=[CH:5][CH:4]=1)#[N:2].[Cl:34][C:35]1[C:36]2[CH:46]=[CH:45][CH:44]=[CH:43][C:37]=2[S:38][C:39]=1[C:40](Cl)=[O:41], predict the reaction product. The product is: [Cl:34][C:35]1[C:36]2[CH:46]=[CH:45][CH:44]=[CH:43][C:37]=2[S:38][C:39]=1[C:40]([N:18]([CH2:17][C:11]1[CH:10]=[C:9]([C:6]2[CH:7]=[CH:8][C:3]([C:1]#[N:2])=[CH:4][CH:5]=2)[CH:14]=[CH:13][C:12]=1[O:15][CH3:16])[CH:19]1[CH2:24][CH2:23][CH:22]([N:25]([CH3:33])[C:26](=[O:32])[O:27][C:28]([CH3:30])([CH3:29])[CH3:31])[CH2:21][CH2:20]1)=[O:41]. (3) The product is: [C:5]([N:4]1[C:8]2[C:13](=[CH:12][CH:11]=[CH:10][CH:9]=2)[C:2]([CH3:1])([CH3:14])[CH2:3]1)(=[O:7])[CH3:6]. Given the reactants [CH3:1][C:2](=[CH2:14])[CH2:3][N:4]([C:8]1[CH:13]=[CH:12][CH:11]=[CH:10][CH:9]=1)[C:5](=[O:7])[CH3:6].[Cl-].[Cl-].[Cl-].[Al+3].C1(C)C=CC=CC=1.O, predict the reaction product. (4) Given the reactants [Cl:1][C:2]1[CH:10]=[C:9]2[C:5]([CH2:6][C:7](=[O:11])[NH:8]2)=[CH:4][CH:3]=1.[O:12]=[C:13]1[C:18]2=[CH:19][NH:20][C:21]([CH:22]=O)=[C:17]2[CH2:16][CH2:15][O:14]1, predict the reaction product. The product is: [Cl:1][C:2]1[CH:10]=[C:9]2[C:5]([C:6](=[CH:22][C:21]3[NH:20][CH:19]=[C:18]4[C:13](=[O:12])[O:14][CH2:15][CH2:16][C:17]=34)[C:7](=[O:11])[NH:8]2)=[CH:4][CH:3]=1. (5) Given the reactants [CH3:1][O:2][C:3]1[CH:4]=[C:5]([C:12]([CH3:21])([CH3:20])[CH2:13][N:14]2[CH2:19][CH2:18][O:17][CH2:16][CH2:15]2)[CH:6]=[CH:7][C:8]=1[N+:9]([O-])=O, predict the reaction product. The product is: [CH3:21][C:12]([C:5]1[CH:6]=[CH:7][C:8]([NH2:9])=[C:3]([O:2][CH3:1])[CH:4]=1)([CH3:20])[CH2:13][N:14]1[CH2:19][CH2:18][O:17][CH2:16][CH2:15]1. (6) Given the reactants [C:1]([O:5][C:6]([N:8]([CH2:34][C:35]1[CH:44]=[CH:43][C:38]2[O:39][CH2:40][CH2:41][O:42][C:37]=2[CH:36]=1)[CH:9]1[CH2:14][CH2:13][N:12]([CH2:15][CH2:16][N:17]2[C:26]3[CH:25]=[C:24]([O:27][CH3:28])[CH:23]=[C:22]([C:29]([O:31]C)=[O:30])[C:21]=3[CH:20]=[CH:19][C:18]2=[O:33])[CH2:11][CH2:10]1)=[O:7])([CH3:4])([CH3:3])[CH3:2].[OH-].[Na+].Cl, predict the reaction product. The product is: [C:1]([O:5][C:6]([N:8]([CH2:34][C:35]1[CH:44]=[CH:43][C:38]2[O:39][CH2:40][CH2:41][O:42][C:37]=2[CH:36]=1)[CH:9]1[CH2:10][CH2:11][N:12]([CH2:15][CH2:16][N:17]2[C:26]3[CH:25]=[C:24]([O:27][CH3:28])[CH:23]=[C:22]([C:29]([OH:31])=[O:30])[C:21]=3[CH:20]=[CH:19][C:18]2=[O:33])[CH2:13][CH2:14]1)=[O:7])([CH3:4])([CH3:2])[CH3:3].